Dataset: Catalyst prediction with 721,799 reactions and 888 catalyst types from USPTO. Task: Predict which catalyst facilitates the given reaction. (1) Reactant: [F:1][C:2]([F:13])([F:12])[O:3][C:4]1[CH:5]=[C:6]([CH2:10][OH:11])[CH:7]=[CH:8][CH:9]=1.CCN(C(C)C)C(C)C.Cl[C:24](Cl)([O:26]C(=O)OC(Cl)(Cl)Cl)Cl.[NH2:35][C:36]1[CH:41]=[CH:40][N:39]([CH2:42][CH2:43][CH:44]([F:66])[CH2:45][N:46]2[CH:50]=[C:49]([C:51]([NH:53][CH2:54][C:55]3[CH:60]=[CH:59][CH:58]=[C:57]([O:61][C:62]([F:65])([F:64])[F:63])[CH:56]=3)=[O:52])[N:48]=[N:47]2)[C:38](=[O:67])[N:37]=1. Product: [F:66][CH:44]([CH2:45][N:46]1[CH:50]=[C:49]([C:51](=[O:52])[NH:53][CH2:54][C:55]2[CH:60]=[CH:59][CH:58]=[C:57]([O:61][C:62]([F:65])([F:63])[F:64])[CH:56]=2)[N:48]=[N:47]1)[CH2:43][CH2:42][N:39]1[CH:40]=[CH:41][C:36]([NH:35][C:24](=[O:26])[O:11][CH2:10][C:6]2[CH:7]=[CH:8][CH:9]=[C:4]([O:3][C:2]([F:12])([F:13])[F:1])[CH:5]=2)=[N:37][C:38]1=[O:67]. The catalyst class is: 1. (2) Reactant: [C:1]([O:9][CH2:10][CH3:11])(=[O:8])[CH2:2][C:3]([O:5][CH2:6][CH3:7])=[O:4].[O-]CC.[Na+].[Na].Cl[CH2:18][CH2:19][O:20][CH2:21][CH2:22]Cl. Product: [CH2:10]([O:9][C:1]([C:2]1([C:3]([O:5][CH2:6][CH3:7])=[O:4])[CH2:22][CH2:21][O:20][CH2:19][CH2:18]1)=[O:8])[CH3:11]. The catalyst class is: 8. (3) The catalyst class is: 5. Product: [Cl:1][C:2]1[CH:3]=[CH:4][C:5]2[N:11]3[C:12]([CH2:15][OH:16])=[CH:13][CH:14]=[C:10]3[C@@H:9]([CH2:17][CH2:18][C:19]([N:21]3[CH2:26][CH2:25][CH:24]([CH2:27][C:28]([OH:30])=[O:29])[CH2:23][CH2:22]3)=[O:20])[O:8][C@H:7]([C:33]3[CH:38]=[CH:37][CH:36]=[C:35]([O:39][CH3:40])[C:34]=3[O:41][CH3:42])[C:6]=2[CH:43]=1. Reactant: [Cl:1][C:2]1[CH:3]=[CH:4][C:5]2[N:11]3[C:12]([CH2:15][OH:16])=[CH:13][CH:14]=[C:10]3[C@@H:9]([CH2:17][CH2:18][C:19]([N:21]3[CH2:26][CH2:25][CH:24]([CH2:27][C:28]([O:30]CC)=[O:29])[CH2:23][CH2:22]3)=[O:20])[O:8][C@H:7]([C:33]3[CH:38]=[CH:37][CH:36]=[C:35]([O:39][CH3:40])[C:34]=3[O:41][CH3:42])[C:6]=2[CH:43]=1. (4) Reactant: C[O:2][C:3](=[O:29])[C:4]1[CH:9]=[CH:8][C:7]([C:10]2[C:15]([C:16]#[C:17][C:18]3[CH:19]=[N:20][C:21]([NH2:24])=[CH:22][CH:23]=3)=[C:14]([CH2:25][CH3:26])[N:13]=[C:12]([NH2:27])[N:11]=2)=[C:6]([F:28])[CH:5]=1.Cl. Product: [NH2:27][C:12]1[N:11]=[C:10]([C:7]2[CH:8]=[CH:9][C:4]([C:3]([OH:29])=[O:2])=[CH:5][C:6]=2[F:28])[C:15]([C:16]#[C:17][C:18]2[CH:19]=[N:20][C:21]([NH2:24])=[CH:22][CH:23]=2)=[C:14]([CH2:25][CH3:26])[N:13]=1. The catalyst class is: 1. (5) Product: [CH2:1]([O:4][C:5](=[O:9])[CH:6]([C:7]#[N:8])[C:13](=[S:14])[NH:12][CH2:10][CH3:11])[CH2:2][CH3:3]. Reactant: [CH2:1]([O:4][C:5](=[O:9])[CH2:6][C:7]#[N:8])[CH2:2][CH3:3].[CH2:10]([N:12]=[C:13]=[S:14])[CH3:11]. The catalyst class is: 66. (6) Reactant: [Br:1][C:2]1[CH:7]=[CH:6][C:5]([CH:8](Cl)[N:9]=[C:10]=[O:11])=[CH:4][CH:3]=1.[C:13]1([CH:19]2[CH2:24][C:23](=[O:25])[CH:22]=[C:21]([NH:26][C:27]3[CH:32]=[CH:31][CH:30]=[C:29]([C:33]([F:36])([F:35])[F:34])[CH:28]=3)[CH2:20]2)[CH:18]=[CH:17][CH:16]=[CH:15][CH:14]=1. Product: [Br:1][C:2]1[CH:7]=[CH:6][C:5]([CH:8]2[C:22]3[C:23](=[O:25])[CH2:24][CH:19]([C:13]4[CH:14]=[CH:15][CH:16]=[CH:17][CH:18]=4)[CH2:20][C:21]=3[N:26]([C:27]3[CH:32]=[CH:31][CH:30]=[C:29]([C:33]([F:34])([F:35])[F:36])[CH:28]=3)[C:10](=[O:11])[NH:9]2)=[CH:4][CH:3]=1. The catalyst class is: 4. (7) Reactant: [NH2:1][C:2]1[CH:24]=[CH:23][CH:22]=[CH:21][C:3]=1[NH:4][C:5]1[CH:6]=[CH:7][C:8]2[C:14](=[O:15])[C:13]3[CH:16]=[CH:17][CH:18]=[CH:19][C:12]=3[CH2:11][O:10][C:9]=2[CH:20]=1.Cl[C:26]([O:28][CH2:29][CH3:30])=[O:27]. Product: [O:15]=[C:14]1[C:13]2[CH:16]=[CH:17][CH:18]=[CH:19][C:12]=2[CH2:11][O:10][C:9]2[CH:20]=[C:5]([NH:4][C:3]3[CH:21]=[CH:22][CH:23]=[CH:24][C:2]=3[NH:1][C:26](=[O:27])[O:28][CH2:29][CH3:30])[CH:6]=[CH:7][C:8]1=2. The catalyst class is: 17.